Dataset: Forward reaction prediction with 1.9M reactions from USPTO patents (1976-2016). Task: Predict the product of the given reaction. (1) Given the reactants B(O)(O)[C@H]1N(C([C@@H](N)C(C)C)=O)CCC1.[CH3:16][S:17]([OH:20])(=[O:19])=[O:18].S([O-])(=O)(=O)C.[CH3:26][C:27]1[O:31][C:30]([C:32]2[CH:37]=[CH:36][CH:35]=[CH:34][CH:33]=2)=[N:29][C:28]=1[CH2:38][CH2:39][NH3+:40].Cl[CH2:42][C:43]([N:45]1[CH2:49][CH2:48][CH2:47][C@H:46]1[C:50]#[N:51])=[O:44].CS(O)(=O)=O, predict the reaction product. The product is: [S:17]([OH:20])(=[O:19])(=[O:18])[CH3:16].[CH3:26][C:27]1[O:31][C:30]([C:32]2[CH:37]=[CH:36][CH:35]=[CH:34][CH:33]=2)=[N:29][C:28]=1[CH2:38][CH2:39][NH:40][CH2:42][C:43]([N:45]1[CH2:49][CH2:48][CH2:47][C@H:46]1[C:50]#[N:51])=[O:44]. (2) The product is: [C:20]([O:19][C:17]([N:11]1[CH2:16][CH2:15][N:14]([C:2]2[CH:7]=[N:6][C:5]([N+:8]([O-:10])=[O:9])=[CH:4][CH:3]=2)[CH2:13][CH2:12]1)=[O:18])([CH3:23])([CH3:21])[CH3:22]. Given the reactants Br[C:2]1[CH:3]=[CH:4][C:5]([N+:8]([O-:10])=[O:9])=[N:6][CH:7]=1.[N:11]1([C:17]([O:19][C:20]([CH3:23])([CH3:22])[CH3:21])=[O:18])[CH2:16][CH2:15][NH:14][CH2:13][CH2:12]1, predict the reaction product. (3) Given the reactants [Cl:1][C:2]1[CH:8]=[CH:7][C:5]([NH2:6])=[C:4]([F:9])[CH:3]=1.[Li]CCCC.[C:15](Cl)(=[O:24])[O:16][CH2:17][C:18]1[CH:23]=[CH:22][CH:21]=[CH:20][CH:19]=1, predict the reaction product. The product is: [NH2:6][C:5]1[C:4]([F:9])=[C:3]([C:2]([Cl:1])=[CH:8][CH:7]=1)[C:15]([O:16][CH2:17][C:18]1[CH:23]=[CH:22][CH:21]=[CH:20][CH:19]=1)=[O:24]. (4) Given the reactants [Cl:1][C:2]1[CH:3]=[N:4][CH:5]=[C:6]([Cl:24])[C:7]=1[S:8][C:9]1[S:13][C:12]([C:14]([NH:16][CH2:17][CH2:18][CH:19]=O)=[O:15])=[CH:11][C:10]=1[N+:21]([O-:23])=[O:22].[CH3:25][N:26]([CH3:33])[CH:27]1[CH2:32][CH2:31][NH:30][CH2:29][CH2:28]1, predict the reaction product. The product is: [Cl:1][C:2]1[CH:3]=[N:4][CH:5]=[C:6]([Cl:24])[C:7]=1[S:8][C:9]1[S:13][C:12]([C:14]([NH:16][CH2:17][CH2:18][CH2:19][N:30]2[CH2:31][CH2:32][CH:27]([N:26]([CH3:33])[CH3:25])[CH2:28][CH2:29]2)=[O:15])=[CH:11][C:10]=1[N+:21]([O-:23])=[O:22]. (5) Given the reactants [NH2:1][C:2]1[CH:7]=[CH:6][C:5]([CH2:8][C:9]([OH:11])=[O:10])=[CH:4][CH:3]=1.[C:12]([O:16][C:17](O[C:17]([O:16][C:12]([CH3:15])([CH3:14])[CH3:13])=[O:18])=[O:18])([CH3:15])([CH3:14])[CH3:13], predict the reaction product. The product is: [C:12]([O:16][C:17]([NH:1][C:2]1[CH:3]=[CH:4][C:5]([CH2:8][C:9]([OH:11])=[O:10])=[CH:6][CH:7]=1)=[O:18])([CH3:15])([CH3:14])[CH3:13]. (6) Given the reactants [BH4-].[Na+].[Br:3][C:4]1[C:5]2[O:14][C:13]([CH:15]=[O:16])=[CH:12][C:6]=2[C:7](=[O:11])[N:8]([CH3:10])[CH:9]=1, predict the reaction product. The product is: [Br:3][C:4]1[C:5]2[O:14][C:13]([CH2:15][OH:16])=[CH:12][C:6]=2[C:7](=[O:11])[N:8]([CH3:10])[CH:9]=1. (7) Given the reactants [C:1]([C:3]1[CH:4]=[C:5]2[C:9](=[CH:10][CH:11]=1)[NH:8][CH:7]=[CH:6]2)#[N:2].C1(C)C=CC=CC=1.C(OC(C)C)(C)C.[Cl:26][CH2:27][CH2:28][CH2:29][C:30](Cl)=[O:31], predict the reaction product. The product is: [Cl:26][CH2:27][CH2:28][CH2:29][C:30]([C:6]1[C:5]2[C:9](=[CH:10][CH:11]=[C:3]([C:1]#[N:2])[CH:4]=2)[NH:8][CH:7]=1)=[O:31]. (8) Given the reactants [C:1]1([C@H:7]([O:9][C:10](=[O:24])[NH:11][C:12]2[N:13]([CH3:23])[N:14]=[CH:15][C:16]=2[C:17]2[CH:22]=[CH:21][CH:20]=[CH:19][CH:18]=2)[CH3:8])[CH:6]=[CH:5][CH:4]=[CH:3][CH:2]=1.[C:25]1([C:25]2[CH:30]=[CH:29][CH:28]=[CH:27][CH:26]=2)[CH:30]=[CH:29][C:28](B(O)O)=[CH:27][CH:26]=1.COC(C1N(C)N=CC=1Br)=O, predict the reaction product. The product is: [C:1]1([C@H:7]([O:9][C:10](=[O:24])[NH:11][C:12]2[N:13]([CH3:23])[N:14]=[CH:15][C:16]=2[C:17]2[CH:18]=[CH:19][C:20]([C:25]3[CH:30]=[CH:29][CH:28]=[CH:27][CH:26]=3)=[CH:21][CH:22]=2)[CH3:8])[CH:2]=[CH:3][CH:4]=[CH:5][CH:6]=1.